Dataset: Blood-brain barrier permeability classification from the B3DB database. Task: Regression/Classification. Given a drug SMILES string, predict its absorption, distribution, metabolism, or excretion properties. Task type varies by dataset: regression for continuous measurements (e.g., permeability, clearance, half-life) or binary classification for categorical outcomes (e.g., BBB penetration, CYP inhibition). Dataset: b3db_classification. (1) The compound is CCCCSc1ccc([C@@H](SCCN(C)C)c2ccccc2)cc1. The result is 1 (penetrates BBB). (2) The compound is COc1cc2c(cc1OC)CN(CCc1ccc(NC(=O)c3cccc4c(=O)c5cccc(OC)c5[nH]c34)cc1)CC2. The result is 0 (does not penetrate BBB). (3) The molecule is C[C@@H]1C(S[C@@H]2CN[C@H](C(=O)N(C)C)C2)=C(C(=O)O)N2C(=O)[C@@H]([C@H](C)O)[C@@H]12. The result is 0 (does not penetrate BBB). (4) The compound is COc1cccc(C[C@H](C)N)c1. The result is 1 (penetrates BBB). (5) The drug is CCCCCCC(C)C. The result is 1 (penetrates BBB). (6) The drug is CC1CC2C3CCC4=CC(=O)C=CC4(C)C3C(=O)CC2(C)C1(O)C(=O)CO. The result is 1 (penetrates BBB). (7) The molecule is CC[C@@](Br)(C(N)=O)C(C)C. The result is 1 (penetrates BBB). (8) The drug is Nc1nc2c(ncn2CC[C@@H](O)CO)c(=O)[nH]1. The result is 1 (penetrates BBB).